The task is: Predict the reactants needed to synthesize the given product.. This data is from Full USPTO retrosynthesis dataset with 1.9M reactions from patents (1976-2016). (1) The reactants are: Br[C:2]1[CH:3]=[CH:4][C:5]([C:10]([N:12]2[CH2:17][CH2:16][N:15]([C:18]3[CH:23]=[CH:22][C:21]([CH3:24])=[CH:20][C:19]=3[CH3:25])[CH2:14][CH2:13]2)=[O:11])=[C:6]([CH:9]=1)[C:7]#[N:8].[S:26]1(=[O:32])(=[O:31])[CH2:30][CH2:29][CH2:28][NH:27]1. Given the product [CH3:25][C:19]1[CH:20]=[C:21]([CH3:24])[CH:22]=[CH:23][C:18]=1[N:15]1[CH2:16][CH2:17][N:12]([C:10]([C:5]2[CH:4]=[CH:3][C:2]([N:27]3[CH2:28][CH2:29][CH2:30][S:26]3(=[O:32])=[O:31])=[CH:9][C:6]=2[C:7]#[N:8])=[O:11])[CH2:13][CH2:14]1, predict the reactants needed to synthesize it. (2) Given the product [F:22][C:20]([F:21])([F:23])[C:18]1[CH:17]=[N:16][N:15]([CH2:14][C:13]([OH:24])=[O:12])[CH:19]=1, predict the reactants needed to synthesize it. The reactants are: FC(F)(F)C(O)=O.C([O:12][C:13](=[O:24])[CH2:14][N:15]1[CH:19]=[C:18]([C:20]([F:23])([F:22])[F:21])[CH:17]=[N:16]1)(C)(C)C. (3) Given the product [NH2:3][C:4]1[C:9]([C:10]([F:11])([F:13])[F:12])=[CH:8][C:7]([CH2:14][C@@H:15]([O:36][C:37]([N:39]2[CH2:40][CH2:41][CH:42]([N:45]3[CH2:51][CH2:50][C:49]4[CH:52]=[CH:53][CH:54]=[CH:55][C:48]=4[NH:47][C:46]3=[O:56])[CH2:43][CH2:44]2)=[O:38])[C:16]([N:18]2[CH2:23][CH2:22][N:21]([CH:24]3[CH2:25][CH2:26][N:27]([CH3:30])[CH2:28][CH2:29]3)[C@H:20]([C:31]([OH:33])=[O:32])[CH2:19]2)=[O:17])=[CH:6][C:5]=1[Cl:57], predict the reactants needed to synthesize it. The reactants are: [Li+].[OH-].[NH2:3][C:4]1[C:9]([C:10]([F:13])([F:12])[F:11])=[CH:8][C:7]([CH2:14][C@@H:15]([O:36][C:37]([N:39]2[CH2:44][CH2:43][CH:42]([N:45]3[CH2:51][CH2:50][C:49]4[CH:52]=[CH:53][CH:54]=[CH:55][C:48]=4[NH:47][C:46]3=[O:56])[CH2:41][CH2:40]2)=[O:38])[C:16]([N:18]2[CH2:23][CH2:22][N:21]([CH:24]3[CH2:29][CH2:28][N:27]([CH3:30])[CH2:26][CH2:25]3)[C@H:20]([C:31]([O:33]CC)=[O:32])[CH2:19]2)=[O:17])=[CH:6][C:5]=1[Cl:57]. (4) Given the product [C:21]([NH:29][C:30]([NH:1][C@:2]1([C:14]2[CH:19]=[CH:18][CH:17]=[CH:16][C:15]=2[F:20])[C@H:3]([CH:8]([OH:13])[C:9]([F:12])([F:10])[F:11])[C@@H:4]([CH3:7])[O:5][CH2:6]1)=[S:31])(=[O:28])[C:22]1[CH:27]=[CH:26][CH:25]=[CH:24][CH:23]=1, predict the reactants needed to synthesize it. The reactants are: [NH2:1][C@@:2]1([C:14]2[CH:19]=[CH:18][CH:17]=[CH:16][C:15]=2[F:20])[CH2:6][O:5][C@H:4]([CH3:7])[C@H:3]1[CH:8]([OH:13])[C:9]([F:12])([F:11])[F:10].[C:21]([N:29]=[C:30]=[S:31])(=[O:28])[C:22]1[CH:27]=[CH:26][CH:25]=[CH:24][CH:23]=1. (5) The reactants are: [OH-].[Li+].C[O:4][C:5]([C:7]1[S:8][CH:9]=[CH:10][C:11]=1[NH:12][C:13](=[O:23])[CH2:14][C:15]1[CH:20]=[CH:19][C:18]([O:21][CH3:22])=[CH:17][CH:16]=1)=[O:6]. Given the product [CH3:22][O:21][C:18]1[CH:19]=[CH:20][C:15]([CH2:14][C:13]([NH:12][C:11]2[CH:10]=[CH:9][S:8][C:7]=2[C:5]([OH:6])=[O:4])=[O:23])=[CH:16][CH:17]=1, predict the reactants needed to synthesize it. (6) Given the product [CH:12]([NH:6][C:5]1[CH:7]=[CH:8][C:9]2[O:10][CH2:1][O:2][C:3]=2[CH:4]=1)([CH3:14])[CH3:13], predict the reactants needed to synthesize it. The reactants are: [CH2:1]1[O:10][C:9]2[CH:8]=[CH:7][C:5]([NH2:6])=[CH:4][C:3]=2[O:2]1.I[CH:12]([CH3:14])[CH3:13].C(N(CC)CC)C. (7) Given the product [CH3:1][C:2]1[N:7]=[CH:6][C:5]([C:8]([NH:10][C:11]2[C:12]([C:22]([NH:24][CH2:25][C:26]([F:28])([F:27])[F:29])=[O:23])=[N:13][NH:14][CH:15]=2)=[O:9])=[CH:4][CH:3]=1, predict the reactants needed to synthesize it. The reactants are: [CH3:1][C:2]1[N:7]=[CH:6][C:5]([C:8]([NH:10][C:11]2[C:12]([C:22]([NH:24][CH2:25][C:26]([F:29])([F:28])[F:27])=[O:23])=[N:13][N:14](C3CCCCO3)[CH:15]=2)=[O:9])=[CH:4][CH:3]=1.O.C1(C)C=CC(S(O)(=O)=O)=CC=1. (8) Given the product [NH2:1][C:2]1[C:11]2[C:6](=[C:7]([C:21]3[CH:22]=[C:23]([C:26]([F:28])([F:29])[F:27])[CH:24]=[CH:25][C:20]=3[F:19])[CH:8]=[CH:9][CH:10]=2)[N:5]=[N:4][C:3]=1[C:13]([NH:15][CH2:16][CH2:17][CH3:18])=[O:14], predict the reactants needed to synthesize it. The reactants are: [NH2:1][C:2]1[C:11]2[C:6](=[C:7](Br)[CH:8]=[CH:9][CH:10]=2)[N:5]=[N:4][C:3]=1[C:13]([NH:15][CH2:16][CH2:17][CH3:18])=[O:14].[F:19][C:20]1[CH:25]=[CH:24][C:23]([C:26]([F:29])([F:28])[F:27])=[CH:22][C:21]=1B(O)O. (9) Given the product [CH3:1][CH2:2][O:3][C:4]([C:6]1[CH:11]([C:12]2[CH:13]=[CH:14][CH:15]=[CH:16][C:17]=2[Cl:18])[C:10]([C:19]([O:21][CH3:22])=[O:20])=[C:9]([CH3:23])[NH:8][C:7]=1[CH2:24][O:25][CH2:26][CH2:27][NH2:28])=[O:5].[NH:29]1[C:33](=[O:34])[CH2:32][CH2:31][C@H:30]1[C:35]([O-:37])=[O:36], predict the reactants needed to synthesize it. The reactants are: [CH3:1][CH2:2][O:3][C:4]([C:6]1[CH:11]([C:12]2[CH:13]=[CH:14][CH:15]=[CH:16][C:17]=2[Cl:18])[C:10]([C:19]([O:21][CH3:22])=[O:20])=[C:9]([CH3:23])[NH:8][C:7]=1[CH2:24][O:25][CH2:26][CH2:27][NH2:28])=[O:5].[NH:29]1[C:33](=[O:34])[CH2:32][CH2:31][C@H:30]1[C:35]([OH:37])=[O:36].